This data is from Forward reaction prediction with 1.9M reactions from USPTO patents (1976-2016). The task is: Predict the product of the given reaction. (1) Given the reactants N(C(N1CCCCC1)=O)=NC(N1CCCCC1)=O.[F:19][C:20]1[CH:25]=[C:24]([N:26]([CH2:33][C:34]2[C:43]([CH3:44])=[C:42]3[C:37]([CH2:38][CH2:39][CH2:40][N:41]3[CH2:45][CH2:46][OH:47])=[CH:36][CH:35]=2)C(=O)C(F)(F)F)[CH:23]=[CH:22][C:21]=1[CH2:48][CH2:49][C:50]([O:52]CC)=[O:51].[Cl:55][C:56]1[CH:61]=[CH:60][CH:59]=[CH:58][C:57]=1O.C(P(CCCC)CCCC)CCC, predict the reaction product. The product is: [ClH:55].[ClH:55].[Cl:55][C:56]1[CH:61]=[CH:60][CH:59]=[CH:58][C:57]=1[O:47][CH2:46][CH2:45][N:41]1[C:42]2[C:37](=[CH:36][CH:35]=[C:34]([CH2:33][NH:26][C:24]3[CH:23]=[CH:22][C:21]([CH2:48][CH2:49][C:50]([OH:52])=[O:51])=[C:20]([F:19])[CH:25]=3)[C:43]=2[CH3:44])[CH2:38][CH2:39][CH2:40]1. (2) The product is: [C:8]([C:10]1[CH:11]=[C:12]([C:20]2[S:24][C:23]([N:25]3[C:41]([CH3:42])=[C:28]4[CH2:29][N:30]([CH2:33][C:34]([OH:36])=[O:35])[CH2:31][CH2:32][C:27]4=[N:26]3)=[N:22][N:21]=2)[CH:13]=[CH:14][C:15]=1[O:16][CH:17]([CH3:19])[CH3:18])#[N:9]. Given the reactants FC(F)(F)C(O)=O.[C:8]([C:10]1[CH:11]=[C:12]([C:20]2[S:24][C:23]([N:25]3[C:41]([CH3:42])=[C:28]4[CH2:29][N:30]([CH2:33][C:34]([O:36]C(C)(C)C)=[O:35])[CH2:31][CH2:32][C:27]4=[N:26]3)=[N:22][N:21]=2)[CH:13]=[CH:14][C:15]=1[O:16][CH:17]([CH3:19])[CH3:18])#[N:9], predict the reaction product. (3) Given the reactants Br[C:2]1[N:7]=[CH:6][C:5]([C:8]([N:10]([CH3:32])[C:11]2[CH:16]=[CH:15][C:14]([CH2:17][N:18]3[CH2:23][CH2:22][N:21]([C:24]([O:26][C:27]([CH3:30])([CH3:29])[CH3:28])=[O:25])[C@@H:20]([CH3:31])[CH2:19]3)=[CH:13][CH:12]=2)=[O:9])=[CH:4][CH:3]=1.[F:33][C:34]1([F:40])[CH2:39][CH2:38][NH:37][CH2:36][CH2:35]1.C(N(CC)CC)C, predict the reaction product. The product is: [F:33][C:34]1([F:40])[CH2:39][CH2:38][N:37]([C:2]2[N:7]=[CH:6][C:5]([C:8]([N:10]([CH3:32])[C:11]3[CH:16]=[CH:15][C:14]([CH2:17][N:18]4[CH2:23][CH2:22][N:21]([C:24]([O:26][C:27]([CH3:30])([CH3:29])[CH3:28])=[O:25])[C@@H:20]([CH3:31])[CH2:19]4)=[CH:13][CH:12]=3)=[O:9])=[CH:4][CH:3]=2)[CH2:36][CH2:35]1. (4) Given the reactants [F:1][C:2]1[CH:7]=[CH:6][C:5]([F:8])=[CH:4][CH:3]=1.C([Li])(CC)C.[C:14](=[S:16])=[S:15].Cl[CH2:18][C:19]([OH:21])=[O:20].C(=O)(O)[O-].[Na+].OS(O)(=O)=O, predict the reaction product. The product is: [F:1][C:2]1[CH:7]=[CH:6][C:5]([F:8])=[CH:4][C:3]=1[C:14]([S:16][CH2:18][C:19]([OH:21])=[O:20])=[S:15]. (5) Given the reactants [Br:1][C:2]1[C:6]2[C:7](Cl)=[N:8][CH:9]=[CH:10][C:5]=2[O:4][CH:3]=1.[OH-].[NH4+:13], predict the reaction product. The product is: [Br:1][C:2]1[C:6]2[C:7]([NH2:13])=[N:8][CH:9]=[CH:10][C:5]=2[O:4][CH:3]=1. (6) Given the reactants [CH3:1][CH:2]([CH3:22])[CH2:3][C:4]1[C:14]2[O:13][CH2:12][CH2:11][N:10](C(OC(C)(C)C)=O)[CH2:9][C:8]=2[CH:7]=[CH:6][CH:5]=1.C(OCC)(=O)C.[ClH:29], predict the reaction product. The product is: [ClH:29].[CH3:1][CH:2]([CH3:22])[CH2:3][C:4]1[C:14]2[O:13][CH2:12][CH2:11][NH:10][CH2:9][C:8]=2[CH:7]=[CH:6][CH:5]=1. (7) Given the reactants [CH:1]1([N:7]([CH2:32][CH:33]2[CH2:35][CH2:34]2)[C:8]2[N:13]=[CH:12][N:11]=[C:10]([C:14]([NH:16][C:17]3[CH:31]=[CH:30][C:20]([CH2:21][NH:22][CH:23]([CH2:28][CH3:29])[C:24]([O:26]C)=[O:25])=[CH:19][CH:18]=3)=[O:15])[CH:9]=2)[CH2:6][CH2:5][CH2:4][CH2:3][CH2:2]1.[OH-].[Na+].Cl, predict the reaction product. The product is: [CH:1]1([N:7]([CH2:32][CH:33]2[CH2:34][CH2:35]2)[C:8]2[N:13]=[CH:12][N:11]=[C:10]([C:14]([NH:16][C:17]3[CH:18]=[CH:19][C:20]([CH2:21][NH:22][CH:23]([CH2:28][CH3:29])[C:24]([OH:26])=[O:25])=[CH:30][CH:31]=3)=[O:15])[CH:9]=2)[CH2:2][CH2:3][CH2:4][CH2:5][CH2:6]1.